From a dataset of HIV replication inhibition screening data with 41,000+ compounds from the AIDS Antiviral Screen. Binary Classification. Given a drug SMILES string, predict its activity (active/inactive) in a high-throughput screening assay against a specified biological target. (1) The molecule is COC(=O)c1ncn(C(C(=O)OC)C(=O)OC)c1O. The result is 0 (inactive). (2) The drug is CCOC(OCC)(OCC)C(Br)CC. The result is 0 (inactive). (3) The drug is N#CC1=C(N)C(C#N)(C#N)C2(CCCC2)C2CCC=C12. The result is 0 (inactive).